From a dataset of Choline transporter screen with 302,306 compounds. Binary Classification. Given a drug SMILES string, predict its activity (active/inactive) in a high-throughput screening assay against a specified biological target. (1) The molecule is S(=O)(=O)(CC(=O)/N=c1/sc2c(n1C)cccc2)c1ccccc1. The result is 0 (inactive). (2) The compound is S(=O)(=O)(NCCc1ccc(S(=O)(=O)N)cc1)c1cc2NC(=O)C(Sc2cc1)C. The result is 0 (inactive). (3) The molecule is Fc1ccc(OCc2c(OC)ccc(c2)/C=N\NC(=O)c2c(F)cccc2)cc1. The result is 0 (inactive). (4) The drug is O1CCN(CCn2cc3c(cc2/C=C\COC)=CC(=O)C(OC(=O)c2nc4c(nc2)cccc4)(C3=O)C)CC1. The result is 0 (inactive).